Dataset: Reaction yield outcomes from USPTO patents with 853,638 reactions. Task: Predict the reaction yield, written as a fraction of the theoretical maximum amount of product (1.0 means a 100% yield; for example, 0.34 means a 34% yield). The reactants are C(N(CC)C(C)C)(C)C.F[P-](F)(F)(F)(F)F.[N:17]1(OC(N(C)C)=[N+](C)C)[C:21]2N=CC=[CH:25][C:20]=2N=N1.[C:34]([C:37]1[CH:42]=[C:41]([CH2:43][S:44][C:45]2[C:50]([C:51]([NH:53][C:54]3[CH:59]=[C:58]([CH3:60])[CH:57]=[C:56]([CH3:61])[CH:55]=3)=[O:52])=[CH:49][CH:48]=[CH:47][N:46]=2)[CH:40]=[CH:39][N:38]=1)(O)=[O:35].C(N)CC. The catalyst is CN(C)C=O.C(OCC)(=O)C. The product is [CH3:60][C:58]1[CH:59]=[C:54]([NH:53][C:51]([C:50]2[C:45]([S:44][CH2:43][C:41]3[CH:40]=[CH:39][N:38]=[C:37]([C:34]([NH:17][CH2:21][CH2:20][CH3:25])=[O:35])[CH:42]=3)=[N:46][CH:47]=[CH:48][CH:49]=2)=[O:52])[CH:55]=[C:56]([CH3:61])[CH:57]=1. The yield is 0.460.